This data is from NCI-60 drug combinations with 297,098 pairs across 59 cell lines. The task is: Regression. Given two drug SMILES strings and cell line genomic features, predict the synergy score measuring deviation from expected non-interaction effect. (1) Drug 1: C1C(C(OC1N2C=NC3=C(N=C(N=C32)Cl)N)CO)O. Drug 2: CC1C(C(CC(O1)OC2CC(CC3=C2C(=C4C(=C3O)C(=O)C5=C(C4=O)C(=CC=C5)OC)O)(C(=O)CO)O)N)O.Cl. Cell line: HOP-62. Synergy scores: CSS=47.9, Synergy_ZIP=-8.52, Synergy_Bliss=-12.1, Synergy_Loewe=-9.25, Synergy_HSA=-7.01. (2) Drug 1: C1=NC2=C(N=C(N=C2N1C3C(C(C(O3)CO)O)O)F)N. Drug 2: CS(=O)(=O)CCNCC1=CC=C(O1)C2=CC3=C(C=C2)N=CN=C3NC4=CC(=C(C=C4)OCC5=CC(=CC=C5)F)Cl. Cell line: CAKI-1. Synergy scores: CSS=11.1, Synergy_ZIP=-1.01, Synergy_Bliss=1.53, Synergy_Loewe=-2.84, Synergy_HSA=-0.400. (3) Drug 1: CC(CN1CC(=O)NC(=O)C1)N2CC(=O)NC(=O)C2. Drug 2: C1C(C(OC1N2C=NC3=C2NC=NCC3O)CO)O. Cell line: NCI/ADR-RES. Synergy scores: CSS=-1.49, Synergy_ZIP=-1.32, Synergy_Bliss=-3.28, Synergy_Loewe=-4.20, Synergy_HSA=-3.91. (4) Drug 1: C1=NC2=C(N1)C(=S)N=CN2. Drug 2: C1C(C(OC1N2C=NC(=NC2=O)N)CO)O. Cell line: HCT116. Synergy scores: CSS=35.6, Synergy_ZIP=3.56, Synergy_Bliss=6.30, Synergy_Loewe=-0.711, Synergy_HSA=6.18. (5) Synergy scores: CSS=6.04, Synergy_ZIP=-5.17, Synergy_Bliss=-15.2, Synergy_Loewe=-46.1, Synergy_HSA=-17.6. Drug 2: CC1=C(N=C(N=C1N)C(CC(=O)N)NCC(C(=O)N)N)C(=O)NC(C(C2=CN=CN2)OC3C(C(C(C(O3)CO)O)O)OC4C(C(C(C(O4)CO)O)OC(=O)N)O)C(=O)NC(C)C(C(C)C(=O)NC(C(C)O)C(=O)NCCC5=NC(=CS5)C6=NC(=CS6)C(=O)NCCC[S+](C)C)O. Drug 1: CC1=C(C=C(C=C1)NC2=NC=CC(=N2)N(C)C3=CC4=NN(C(=C4C=C3)C)C)S(=O)(=O)N.Cl. Cell line: NCI-H460. (6) Drug 1: CN1C(=O)N2C=NC(=C2N=N1)C(=O)N. Drug 2: CC1CCC2CC(C(=CC=CC=CC(CC(C(=O)C(C(C(=CC(C(=O)CC(OC(=O)C3CCCCN3C(=O)C(=O)C1(O2)O)C(C)CC4CCC(C(C4)OC)O)C)C)O)OC)C)C)C)OC. Cell line: SF-268. Synergy scores: CSS=-3.56, Synergy_ZIP=0.0575, Synergy_Bliss=-2.39, Synergy_Loewe=-5.70, Synergy_HSA=-5.15. (7) Drug 1: C1CCC(C(C1)N)N.C(=O)(C(=O)[O-])[O-].[Pt+4]. Drug 2: CC1CCCC2(C(O2)CC(NC(=O)CC(C(C(=O)C(C1O)C)(C)C)O)C(=CC3=CSC(=N3)C)C)C. Cell line: RPMI-8226. Synergy scores: CSS=69.0, Synergy_ZIP=-2.85, Synergy_Bliss=-3.87, Synergy_Loewe=-4.34, Synergy_HSA=-1.26.